Task: Regression/Classification. Given a drug SMILES string, predict its absorption, distribution, metabolism, or excretion properties. Task type varies by dataset: regression for continuous measurements (e.g., permeability, clearance, half-life) or binary classification for categorical outcomes (e.g., BBB penetration, CYP inhibition). For this dataset (solubility_aqsoldb), we predict Y.. Dataset: Aqueous solubility values for 9,982 compounds from the AqSolDB database (1) The drug is CC1(C)CC(=O)CC(C)(C#N)C1. The Y is -1.54 log mol/L. (2) The drug is CCCCC1(CCCC)C(=O)NC(=O)NC1=O. The Y is -2.88 log mol/L. (3) The molecule is CC(O)CN(CC(C)O)C(=O)CCCCC(=O)N(CC(C)O)CC(C)O. The Y is 0.211 log mol/L. (4) The compound is CC(O)CN(CC(C)O)c1nc(Nc2ccc(S(=O)(=O)[O-])cc2)nc(Nc2ccc(/C=C/c3ccc(Nc4nc(Nc5ccc(S(=O)(=O)[O-])cc5)nc(N(CC(C)O)CC(C)O)n4)cc3S(=O)(=O)[O-])c(S(=O)(=O)[O-])c2)n1.[Na+].[Na+].[Na+].[Na+]. The Y is -0.0868 log mol/L. (5) The drug is CCCCCCCCCCCCCCCCC(CO)CCCCCCCCCCCCCC. The Y is -5.67 log mol/L. (6) The compound is CCCCNCC. The Y is -0.441 log mol/L. (7) The molecule is N[C@@H](COP(=O)(O)O)C(=O)O. The Y is -0.815 log mol/L.